Dataset: Full USPTO retrosynthesis dataset with 1.9M reactions from patents (1976-2016). Task: Predict the reactants needed to synthesize the given product. (1) Given the product [ClH:12].[N:1]1[CH:6]=[CH:5][CH:4]=[C:3]([C:7](=[NH:13])[NH2:8])[N:2]=1, predict the reactants needed to synthesize it. The reactants are: [N:1]1[CH:6]=[CH:5][CH:4]=[C:3]([C:7]#[N:8])[N:2]=1.C[O-].[Na+].[Cl-:12].[NH4+:13]. (2) Given the product [CH2:1]([O:4][C:5]([C:8]1[CH:12]=[C:11]([NH:13][C:14]2[C:15]3[CH2:23][CH2:22][CH2:21][C:16]=3[N:17]=[C:18]([N:24]3[CH2:31][CH2:30][CH2:29][CH:25]3[C:26]([OH:28])=[O:27])[N:19]=2)[NH:10][N:9]=1)([CH3:7])[CH3:6])[CH:2]=[CH2:3], predict the reactants needed to synthesize it. The reactants are: [CH2:1]([O:4][C:5]([C:8]1[CH:12]=[C:11]([NH:13][C:14]2[C:15]3[CH2:23][CH2:22][CH2:21][C:16]=3[N:17]=[C:18](Cl)[N:19]=2)[NH:10][N:9]=1)([CH3:7])[CH3:6])[CH:2]=[CH2:3].[NH:24]1[CH2:31][CH2:30][CH2:29][C@H:25]1[C:26]([OH:28])=[O:27].CCN(C(C)C)C(C)C.[OH-].[Na+]. (3) Given the product [C:1]([O:5][C:6]([CH:8]1[CH:14]([NH:15][C:35]([NH:34][CH2:27][C:28]2[CH:33]=[CH:32][CH:31]=[CH:30][CH:29]=2)=[O:36])[CH2:13][CH:12]=[CH:11][CH2:10][N:9]1[S:16]([C:19]1[CH:24]=[CH:23][C:22]([O:25][CH3:26])=[CH:21][CH:20]=1)(=[O:18])=[O:17])=[O:7])([CH3:4])([CH3:3])[CH3:2], predict the reactants needed to synthesize it. The reactants are: [C:1]([O:5][C:6]([CH:8]1[CH:14]([NH2:15])[CH2:13][CH:12]=[CH:11][CH2:10][N:9]1[S:16]([C:19]1[CH:24]=[CH:23][C:22]([O:25][CH3:26])=[CH:21][CH:20]=1)(=[O:18])=[O:17])=[O:7])([CH3:4])([CH3:3])[CH3:2].[CH2:27]([N:34]=[C:35]=[O:36])[C:28]1[CH:33]=[CH:32][CH:31]=[CH:30][CH:29]=1. (4) Given the product [C:9]([O:13][C:14]([N:16]1[CH2:20][CH2:19][C@H:18]([O:8][C:4]2[CH:5]=[N:6][CH:7]=[C:2]([Br:1])[CH:3]=2)[CH2:17]1)=[O:15])([CH3:12])([CH3:10])[CH3:11], predict the reactants needed to synthesize it. The reactants are: [Br:1][C:2]1[CH:3]=[C:4]([OH:8])[CH:5]=[N:6][CH:7]=1.[C:9]([O:13][C:14]([N:16]1[CH2:20][CH2:19][C@@H:18](O)[CH2:17]1)=[O:15])([CH3:12])([CH3:11])[CH3:10].C1C(COC(/N=N\C(OCC2C=CC(Cl)=CC=2)=O)=O)=CC=C(Cl)C=1.C1(P(C2C=CC=CC=2)C2C=CC=CC=2)C=CC=CC=1. (5) Given the product [F:11][C:7]1[CH:8]=[CH:9][CH:10]=[C:2]([F:1])[C:3]=1[C:4]([NH:21][CH2:20][CH:19]([C:16]1[CH:17]=[N:18][C:13]([CH3:12])=[N:14][CH:15]=1)[N:22]1[CH2:23][CH2:24][O:25][CH2:26][CH2:27]1)=[O:6], predict the reactants needed to synthesize it. The reactants are: [F:1][C:2]1[CH:10]=[CH:9][CH:8]=[C:7]([F:11])[C:3]=1[C:4]([OH:6])=O.[CH3:12][C:13]1[N:18]=[CH:17][C:16]([CH:19]([N:22]2[CH2:27][CH2:26][O:25][CH2:24][CH2:23]2)[CH2:20][NH2:21])=[CH:15][N:14]=1.